This data is from Drug-target binding data from BindingDB using Kd measurements. The task is: Regression. Given a target protein amino acid sequence and a drug SMILES string, predict the binding affinity score between them. We predict pKd (pKd = -log10(Kd in M); higher means stronger binding). Dataset: bindingdb_kd. (1) The drug is N=C(NCCCc1cnc[nH]1)NCCC(c1ccccn1)c1ccc(Cl)cc1Cl. The target protein (P31389) has sequence MSFLPGMTPVTLSNFSWALEDRMLEGNSTTTPTRQLMPLVVVLSSVSLVTVALNLLVLYAVRSERKLHTVGNLYIVSLSVADLIVGAVVMPMSILYLHRSAWILGRPLCLFWLSMDYVASTASIFSVFILCIDRYRSVQQPLRYLRYRTKTRASATILGAWLLSFLWVIPILGWHHFMAPTSEPREKKCETDFYDVTWFKVMTAIINFYLPTLLMLWFYIRIYKAVRRHCQHRQLINSSLPSFSEMKLKLENAKVDTRRMGKESPWEDPKRCSKDASGVHTPMPSSQHLVDMPCAAVLSEDEGGEVGTRQMPMLAVGDGRCCEALNHMHSQLELSGQSRATHSISARPEEWTVVDGQSFPITDSDTSTEAAPMGGQPRSGSNSGLDYIKFTWRRLRSHSRQYTSGLHLNRERKAAKQLGCIMAAFILCWIPYFVFFMVIAFCKSCSNEPVHMFTIWLGYLNSTLNPLIYPLCNENFRKTFKRILRIPP. The pKd is 6.5. (2) The compound is CC[C@H](C)[C@H](NC(=O)[C@H](Cc1cnc[nH]1)NC(=O)[C@H](CCSC)NC(=O)[C@H](CCCNC(=N)N)NC(=O)[C@H](CO)NC(=O)CNC(=O)[C@H](Cc1ccccc1)NC(=O)[C@H](CCCCN)NC(=O)[C@H](CO)NC(=O)[C@H](Cc1ccccc1)NC(=O)[C@H](CC(C)C)NC(=O)[C@@H]1CCCN1C(=O)[C@H](CC(C)C)NC(=O)[C@H](Cc1ccccc1)NC(=O)[C@H](CCC(=O)O)NC(=O)[C@H](C)NC(=O)[C@H](Cc1ccccc1)NC(=O)[C@@H](N)C(C)C)C(=O)N[C@@H](CC(C)C)C(=O)N[C@@H](CCCCN)C(=O)O. The target protein sequence is MRKLYCVLLLSAFEFTYMINFGRGQNYWEHPYQNSDVYRPINEHREHPKEYEYPLHQEHTYQQEDSGEDENTLQHAYPIDHEGAEPAPQEQNLFSSIEIVERSNYMGNPWTEYMAKYDIEEVHGSGIRVDLGEDAEVAGTQYRLPSGKCPVFGKGIIIENSNTTFLTPVATGNQYLKDGGFAFPPTEPLMSPMTLDEMRHFYKDNKYVKNLDELTLCSRHAGNMIPDNDKNSNYKYPAVYDDKDKKCHILYIAAQENNGPRYCNKDESKRNSMFCFRPAKDISFQNYTYLSKNVVDNWEKVCPRKNLQNAKFGLWVDGNCEDIPHVNEFPAIDLFECNKLVFELSASDQPKQYEQHLTDYEKIKEGFKNKNASMIKSAFLPTGAFKADRYKSHGKGYNWGNYNTETQKCEIFNVKPTCLINNSSYIATTALSHPIEVENNFPCSLYKDEIMKEIERESKRIKLNDNDDEGNKKIIAPRIFISDDKDSLKCPCDPEMVSNS.... The pKd is 7.7.